From a dataset of Full USPTO retrosynthesis dataset with 1.9M reactions from patents (1976-2016). Predict the reactants needed to synthesize the given product. Given the product [CH3:15][C:4]1[CH:5]=[C:6]([O:8][CH2:9][C:10]2([CH3:14])[CH2:13][O:12][CH2:11]2)[CH:7]=[C:2]([CH3:1])[C:3]=1[C:16]1[CH:21]=[CH:20][CH:19]=[C:18]([CH2:22][O:23][C:24]2[N:29]=[CH:28][C:27]3[C@@H:30]4[C@@H:33]([C:34]([OH:36])=[O:35])[C@@H:31]4[CH2:32][C:26]=3[CH:25]=2)[CH:17]=1, predict the reactants needed to synthesize it. The reactants are: [CH3:1][C:2]1[CH:7]=[C:6]([O:8][CH2:9][C:10]2([CH3:14])[CH2:13][O:12][CH2:11]2)[CH:5]=[C:4]([CH3:15])[C:3]=1[C:16]1[CH:21]=[CH:20][CH:19]=[C:18]([CH2:22][O:23][C:24]2[N:29]=[CH:28][C:27]3[C@@H:30]4[C@@H:33]([C:34]([O:36]CC)=[O:35])[C@@H:31]4[CH2:32][C:26]=3[CH:25]=2)[CH:17]=1.[Li+].[OH-].Cl.